From a dataset of Reaction yield outcomes from USPTO patents with 853,638 reactions. Predict the reaction yield, written as a fraction of the theoretical maximum amount of product (1.0 means a 100% yield; for example, 0.34 means a 34% yield). The reactants are [C:1]([O:5][C:6]([N:8]1[CH2:12][CH:11]([O:13][C:14]2[CH:19]=[CH:18][C:17]([F:20])=[CH:16][C:15]=2[F:21])[CH2:10][CH:9]1[C:22]([O:24]C)=[O:23])=[O:7])([CH3:4])([CH3:3])[CH3:2].[OH-].[Na+].Cl. The catalyst is C1COCC1. The product is [C:1]([O:5][C:6]([N:8]1[CH2:12][CH:11]([O:13][C:14]2[CH:19]=[CH:18][C:17]([F:20])=[CH:16][C:15]=2[F:21])[CH2:10][CH:9]1[C:22]([OH:24])=[O:23])=[O:7])([CH3:4])([CH3:2])[CH3:3]. The yield is 0.460.